This data is from CYP2C9 inhibition data for predicting drug metabolism from PubChem BioAssay. The task is: Regression/Classification. Given a drug SMILES string, predict its absorption, distribution, metabolism, or excretion properties. Task type varies by dataset: regression for continuous measurements (e.g., permeability, clearance, half-life) or binary classification for categorical outcomes (e.g., BBB penetration, CYP inhibition). Dataset: cyp2c9_veith. (1) The compound is Cc1cc(Oc2ccc(-c3ccccc3)cc2)nc(N2CCOCC2)n1. The result is 1 (inhibitor). (2) The molecule is O=C(/C=C/c1cccc(Cl)c1)Nc1ccncc1. The result is 1 (inhibitor). (3) The molecule is CC(C)(C)n1ncc2c(=O)n(Cc3ccc(Cl)cc3Cl)cnc21. The result is 1 (inhibitor).